This data is from Catalyst prediction with 721,799 reactions and 888 catalyst types from USPTO. The task is: Predict which catalyst facilitates the given reaction. (1) Reactant: [CH3:1][N:2]([CH2:4][CH:5]1[CH:11]2[CH2:12][CH:8]([CH2:9][CH2:10]2)[CH:7]=[C:6]1[C:13]1[CH:14]=[C:15]([OH:19])[CH:16]=[CH:17][CH:18]=1)[CH3:3].[CH3:20][C:21]([CH3:26])([CH3:25])[C:22](Cl)=[O:23].C(N(CC)CC)C. Product: [CH3:3][N:2]([CH2:4][CH:5]1[CH:11]2[CH2:12][CH:8]([CH2:9][CH2:10]2)[CH:7]=[C:6]1[C:13]1[CH:14]=[C:15]([O:19][C:22](=[O:23])[C:21]([CH3:26])([CH3:25])[CH3:20])[CH:16]=[CH:17][CH:18]=1)[CH3:1]. The catalyst class is: 2. (2) Reactant: [Cl:1][C:2]1[C:9]([OH:10])=[CH:8][CH:7]=[CH:6][C:3]=1[CH:4]=[O:5].[C:11]([O-])([O-])=O.[K+].[K+]. Product: [Cl:1][C:2]1[C:9]([O:10][CH3:11])=[CH:8][CH:7]=[CH:6][C:3]=1[CH:4]=[O:5]. The catalyst class is: 3. (3) Reactant: C(O[BH-](OC(=O)C)OC(=O)C)(=O)C.[Na+].[Cl:15][C:16]1[CH:17]=[CH:18][C:19]([S:46]([CH2:49][CH3:50])(=[O:48])=[O:47])=[C:20]([CH:45]=1)[CH2:21][N:22]1[C:31](=[O:32])[C:30]2[C:25](=[CH:26][C:27]([CH2:37][N:38]3[CH2:43][CH2:42][NH:41][CH2:40][CH2:39]3)=[C:28]([C:33]([F:36])([F:35])[F:34])[CH:29]=2)[NH:24][C:23]1=[O:44].[O:51]1[CH2:56][CH2:55][C:54](=O)[CH2:53][CH2:52]1.C(=O)(O)[O-].[Na+]. Product: [Cl:15][C:16]1[CH:17]=[CH:18][C:19]([S:46]([CH2:49][CH3:50])(=[O:47])=[O:48])=[C:20]([CH:45]=1)[CH2:21][N:22]1[C:31](=[O:32])[C:30]2[C:25](=[CH:26][C:27]([CH2:37][N:38]3[CH2:43][CH2:42][N:41]([CH:54]4[CH2:55][CH2:56][O:51][CH2:52][CH2:53]4)[CH2:40][CH2:39]3)=[C:28]([C:33]([F:36])([F:34])[F:35])[CH:29]=2)[NH:24][C:23]1=[O:44]. The catalyst class is: 56. (4) Reactant: [OH:1][C:2]1[CH:3]=[C:4]([CH:8]=[CH:9][C:10]=1[I:11])[C:5](O)=[O:6].B.C1COCC1.O. Product: [OH:6][CH2:5][C:4]1[CH:8]=[CH:9][C:10]([I:11])=[C:2]([OH:1])[CH:3]=1. The catalyst class is: 1. (5) Reactant: [NH2:1][C:2]1[CH:10]=[CH:9][CH:8]=[C:7]([Cl:11])[C:3]=1[C:4]([OH:6])=O.O=S(Cl)Cl.[Cl:16][C:17]1[CH:23]=[CH:22][CH:21]=[CH:20][C:18]=1[NH2:19]. Product: [NH2:1][C:2]1[CH:10]=[CH:9][CH:8]=[C:7]([Cl:11])[C:3]=1[C:4]([NH:19][C:18]1[CH:20]=[CH:21][CH:22]=[CH:23][C:17]=1[Cl:16])=[O:6]. The catalyst class is: 48. (6) Reactant: [N+:1]([C:4]1[CH:5]=[C:6]([C:15]2[O:19][CH:18]=[N:17][CH:16]=2)[CH:7]=[C:8]([C:10]2[O:14][CH:13]=[N:12][CH:11]=2)[CH:9]=1)([O-])=O. Product: [O:14]1[C:10]([C:8]2[CH:9]=[C:4]([CH:5]=[C:6]([C:15]3[O:19][CH:18]=[N:17][CH:16]=3)[CH:7]=2)[NH2:1])=[CH:11][N:12]=[CH:13]1. The catalyst class is: 153. (7) Reactant: [C:1]1([S:7][CH2:8][CH2:9][OH:10])[CH:6]=[CH:5][CH:4]=[CH:3][CH:2]=1.I(C1C=CC=CC=1C(O)=O)(=O)=O. Product: [C:1]1([S:7][CH2:8][CH:9]=[O:10])[CH:6]=[CH:5][CH:4]=[CH:3][CH:2]=1. The catalyst class is: 197.